This data is from Reaction yield outcomes from USPTO patents with 853,638 reactions. The task is: Predict the reaction yield, written as a fraction of the theoretical maximum amount of product (1.0 means a 100% yield; for example, 0.34 means a 34% yield). (1) The reactants are [N+:1]([C:4]1[CH:9]=[CH:8][CH:7]=[CH:6][C:5]=1[OH:10])([O-:3])=[O:2].Cl[CH2:12][C:13](=[O:15])[CH3:14].[Br-].[Na+].C(=O)(O)[O-].[Na+].Cl. The catalyst is [Cl-].C([N+](CCCC)(CCCC)C)CCC.O.C1(C)C=CC=CC=1. The product is [N+:1]([C:4]1[CH:9]=[CH:8][CH:7]=[CH:6][C:5]=1[O:10][CH2:12][C:13](=[O:15])[CH3:14])([O-:3])=[O:2]. The yield is 0.965. (2) The reactants are [CH:1]1([C:6]2[CH:11]=[CH:10][C:9]([C:12](=[O:14])[CH3:13])=[CH:8][CH:7]=2)[CH2:5][CH2:4][CH2:3][CH2:2]1.II.[CH2:17]([O:19][C:20](=[O:23])[CH2:21]Br)[CH3:18].Cl. The catalyst is C1C=CC=CC=1.[Zn]. The product is [OH:14][C:12]([C:9]1[CH:8]=[CH:7][C:6]([CH:1]2[CH2:5][CH2:4][CH2:3][CH2:2]2)=[CH:11][CH:10]=1)([CH3:13])[CH2:21][C:20]([O:19][CH2:17][CH3:18])=[O:23]. The yield is 0.881.